This data is from Catalyst prediction with 721,799 reactions and 888 catalyst types from USPTO. The task is: Predict which catalyst facilitates the given reaction. (1) Reactant: [Br:1][C:2]1[CH:3]=[C:4]([CH:6]=[CH:7][CH:8]=1)[NH2:5].C(N(CC)CC)C.[C:16]1([CH2:22][C:23](Cl)=[O:24])[CH:21]=[CH:20][CH:19]=[CH:18][CH:17]=1.Cl. Product: [Br:1][C:2]1[CH:3]=[C:4]([NH:5][C:23](=[O:24])[CH2:22][C:16]2[CH:21]=[CH:20][CH:19]=[CH:18][CH:17]=2)[CH:6]=[CH:7][CH:8]=1. The catalyst class is: 54. (2) Reactant: C([O:4][C:5]([C:7]1[C:16]2[C:11](=[CH:12][C:13]([O:17][CH3:18])=[CH:14][CH:15]=2)[CH:10]=[C:9]([NH:19][C:20]2[CH:24]=[C:23]([CH3:25])[NH:22][N:21]=2)[N:8]=1)=[O:6])(C)C.[OH-].[K+]. Product: [CH3:18][O:17][C:13]1[CH:12]=[C:11]2[C:16](=[CH:15][CH:14]=1)[C:7]([C:5]([OH:6])=[O:4])=[N:8][C:9]([NH:19][C:20]1[CH:24]=[C:23]([CH3:25])[NH:22][N:21]=1)=[CH:10]2. The catalyst class is: 5. (3) Reactant: [CH3:1][C:2]1[NH:6][N:5]=[C:4]([C:7]([O:9][CH2:10][CH3:11])=[O:8])[CH:3]=1.Br[CH2:13][C:14]1[C:22]2[O:21][C:20]([CH:23]([CH3:25])[CH3:24])=[CH:19][C:18]=2[CH:17]=[C:16]([Br:26])[CH:15]=1.C(=O)([O-])[O-].[K+].[K+]. Product: [Br:26][C:16]1[CH:15]=[C:14]([CH2:13][N:6]2[C:2]([CH3:1])=[CH:3][C:4]([C:7]([O:9][CH2:10][CH3:11])=[O:8])=[N:5]2)[C:22]2[O:21][C:20]([CH:23]([CH3:24])[CH3:25])=[CH:19][C:18]=2[CH:17]=1. The catalyst class is: 9. (4) The catalyst class is: 16. Reactant: IC.[CH2:3]([N:10]1[CH2:15][CH2:14][C:13]([NH:19][C:20]2[CH:25]=[CH:24][CH:23]=[CH:22][CH:21]=2)([C:16]([O-:18])=[O:17])[CH2:12][CH2:11]1)[C:4]1[CH:9]=[CH:8][CH:7]=[CH:6][CH:5]=1.[Na+].[CH3:27]CCCCC. Product: [CH2:3]([N:10]1[CH2:11][CH2:12][C:13]([NH:19][C:20]2[CH:25]=[CH:24][CH:23]=[CH:22][CH:21]=2)([C:16]([O:18][CH3:27])=[O:17])[CH2:14][CH2:15]1)[C:4]1[CH:5]=[CH:6][CH:7]=[CH:8][CH:9]=1. (5) The catalyst class is: 9. Product: [CH2:1]([O:3][C:4]([C:6]1[N:7]=[C:8]([N:27]2[CH2:28][CH2:29][CH2:30][CH2:31][S:26]2(=[O:33])=[O:32])[N:9]([CH3:21])[C:10](=[O:20])[C:11]=1[O:12][CH2:13][C:14]1[CH:15]=[CH:16][CH:17]=[CH:18][CH:19]=1)=[O:5])[CH3:2]. Reactant: [CH2:1]([O:3][C:4]([C:6]1[N:7]=[C:8](S(C)(=O)=O)[N:9]([CH3:21])[C:10](=[O:20])[C:11]=1[O:12][CH2:13][C:14]1[CH:19]=[CH:18][CH:17]=[CH:16][CH:15]=1)=[O:5])[CH3:2].[S:26]1(=[O:33])(=[O:32])[CH2:31][CH2:30][CH2:29][CH2:28][NH:27]1.[H-].[Na+]. (6) Product: [CH3:9][C:3]1[CH:4]=[C:5]([OH:8])[CH:6]=[CH:7][C:2]=1[B:13]1[O:14][C:15]([CH3:17])([CH3:16])[C:11]([CH3:27])([CH3:10])[O:12]1. Reactant: Br[C:2]1[CH:7]=[CH:6][C:5]([OH:8])=[CH:4][C:3]=1[CH3:9].[CH3:10][C:11]1([CH3:27])[C:15]([CH3:17])([CH3:16])[O:14][B:13]([B:13]2[O:14][C:15]([CH3:17])([CH3:16])[C:11]([CH3:27])([CH3:10])[O:12]2)[O:12]1.ClCCl.C([O-])(=O)C.[K+]. The catalyst class is: 42. (7) Reactant: C([O:8][C:9]1[CH:35]=[CH:34][C:12]([O:13][CH2:14][CH2:15][C:16]2[N:17]=[C:18]([C:22]3[CH:23]=[C:24]([C:28]4[CH:33]=[CH:32][CH:31]=[CH:30][CH:29]=4)[CH:25]=[CH:26][CH:27]=3)[O:19][C:20]=2[CH3:21])=[C:11]([CH2:36][CH2:37][CH2:38][CH3:39])[CH:10]=1)C1C=CC=CC=1.[H][H]. Product: [CH2:36]([C:11]1[CH:10]=[C:9]([OH:8])[CH:35]=[CH:34][C:12]=1[O:13][CH2:14][CH2:15][C:16]1[N:17]=[C:18]([C:22]2[CH:23]=[C:24]([C:28]3[CH:29]=[CH:30][CH:31]=[CH:32][CH:33]=3)[CH:25]=[CH:26][CH:27]=2)[O:19][C:20]=1[CH3:21])[CH2:37][CH2:38][CH3:39]. The catalyst class is: 29.